Dataset: Reaction yield outcomes from USPTO patents with 853,638 reactions. Task: Predict the reaction yield, written as a fraction of the theoretical maximum amount of product (1.0 means a 100% yield; for example, 0.34 means a 34% yield). (1) The reactants are Br[CH2:2][CH:3]1[CH2:8][CH2:7][CH2:6][CH2:5][CH2:4]1.[O:9]=[CH:10][C:11]1[CH:19]=[CH:18][C:16]([OH:17])=[C:13]([O:14][CH3:15])[CH:12]=1.C(=O)([O-])[O-].[K+].[K+]. The catalyst is CCO. The product is [CH:3]1([CH2:2][O:17][C:16]2[CH:18]=[CH:19][C:11]([CH:10]=[O:9])=[CH:12][C:13]=2[O:14][CH3:15])[CH2:8][CH2:7][CH2:6][CH2:5][CH2:4]1. The yield is 0.930. (2) The reactants are [Br:1][C:2]1[C:3]([NH:16][C@@H:17]2[CH2:22][CH2:21][C@H:20]([O:23][CH2:24][CH2:25][OH:26])[CH2:19][CH2:18]2)=[N:4][C:5]([N:9]2C(C)=CC=C2C)=[N:6][C:7]=1[CH3:8].Cl.NO.C(O)C. The catalyst is O. The product is [NH2:9][C:5]1[N:4]=[C:3]([NH:16][C@@H:17]2[CH2:18][CH2:19][C@H:20]([O:23][CH2:24][CH2:25][OH:26])[CH2:21][CH2:22]2)[C:2]([Br:1])=[C:7]([CH3:8])[N:6]=1. The yield is 0.700.